This data is from Forward reaction prediction with 1.9M reactions from USPTO patents (1976-2016). The task is: Predict the product of the given reaction. (1) Given the reactants [CH2:1]([O:8][C:9]([C:11]1[C:12]2[CH:13]=[C:14]([CH3:20])[NH:15][C:16]=2[CH:17]=[CH:18][CH:19]=1)=[O:10])[C:2]1[CH:7]=[CH:6][CH:5]=[CH:4][CH:3]=1.[H-].[Na+].[CH2:23]([O:27][C:28]1[CH:36]=[CH:35][C:31]([C:32](Cl)=[O:33])=[CH:30][CH:29]=1)[CH2:24][CH2:25][CH3:26].O, predict the reaction product. The product is: [CH2:1]([O:8][C:9]([C:11]1[C:12]2[CH:13]=[C:14]([CH3:20])[N:15]([C:32](=[O:33])[C:31]3[CH:30]=[CH:29][C:28]([O:27][CH2:23][CH2:24][CH2:25][CH3:26])=[CH:36][CH:35]=3)[C:16]=2[CH:17]=[CH:18][CH:19]=1)=[O:10])[C:2]1[CH:3]=[CH:4][CH:5]=[CH:6][CH:7]=1. (2) Given the reactants [NH2:1][C:2]1[S:6][C:5]([C:7]([O:9][CH3:10])=[O:8])=[C:4]([O:11][C@@H:12]([C:14]2[CH:19]=[CH:18][CH:17]=[CH:16][C:15]=2[C:20]([F:23])([F:22])[F:21])[CH3:13])[CH:3]=1.Br[C:25]1[CH:30]=[CH:29][C:28]([Br:31])=[CH:27][C:26]=1[N+:32]([O-:34])=[O:33].C(=O)([O-])[O-].[Cs+].[Cs+], predict the reaction product. The product is: [Br:31][C:28]1[CH:29]=[CH:30][C:25]([NH:1][C:2]2[S:6][C:5]([C:7]([O:9][CH3:10])=[O:8])=[C:4]([O:11][C@@H:12]([C:14]3[CH:19]=[CH:18][CH:17]=[CH:16][C:15]=3[C:20]([F:23])([F:21])[F:22])[CH3:13])[CH:3]=2)=[C:26]([N+:32]([O-:34])=[O:33])[CH:27]=1. (3) Given the reactants [Cl:1][C:2]1[CH:3]=[N+:4]([O-])[CH:5]=[C:6]([C:8]2[CH:13]=[CH:12][CH:11]=[C:10]([F:14])[C:9]=2[C:15]2[N:16]=[N:17][N:18]([CH3:20])[N:19]=2)[CH:7]=1.[CH2:22]([N:24](CC)CC)C.C[Si](C#N)(C)C, predict the reaction product. The product is: [Cl:1][C:2]1[C:3]([C:22]#[N:24])=[N:4][CH:5]=[C:6]([C:8]2[CH:13]=[CH:12][CH:11]=[C:10]([F:14])[C:9]=2[C:15]2[N:16]=[N:17][N:18]([CH3:20])[N:19]=2)[CH:7]=1. (4) The product is: [Br:17][C:14]1[CH:15]=[C:16]2[C:11]([CH:10]=[C:9]([C:18]3[C:19](=[O:30])[NH:20][N:21]=[C:22]([C:24]4[CH:29]=[CH:28][N:27]=[CH:26][CH:25]=4)[CH:23]=3)[NH:8]2)=[CH:12][CH:13]=1. Given the reactants C(OC([N:8]1[C:16]2[C:11](=[CH:12][CH:13]=[C:14]([Br:17])[CH:15]=2)[CH:10]=[C:9]1[C:18]1[CH:23]=[C:22]([C:24]2[CH:29]=[CH:28][N:27]=[CH:26][CH:25]=2)[N:21]=[N:20][C:19]=1[O:30]C)=O)(C)(C)C.[OH-].[Na+], predict the reaction product. (5) Given the reactants [Cl:1][C:2]1[C:3]([Cl:15])=[C:4]([Cl:14])[C:5]([Cl:13])=[C:6]2[C:11](=O)[O:10][C:8](=[O:9])[C:7]=12.[Cl:16][C:17]1[CH:23]=[CH:22][C:20]([OH:21])=[CH:19][C:18]=1[OH:24].[C:25]1([CH:32]=[CH:31][CH:30]=[C:28](O)[CH:27]=1)[OH:26], predict the reaction product. The product is: [Cl:16][C:17]1[C:18]([OH:24])=[CH:19][C:20]2[O:21][C:31]3[C:30](=[CH:28][CH:27]=[C:25]([OH:26])[CH:32]=3)[C:11]3([C:6]4[C:7](=[C:2]([Cl:1])[C:3]([Cl:15])=[C:4]([Cl:14])[C:5]=4[Cl:13])[C:8](=[O:9])[O:10]3)[C:22]=2[CH:23]=1. (6) Given the reactants [Cl:1][C:2]1[C:3]([N:8]2[CH:12]=[CH:11][CH:10]=[C:9]2[CH:13]=[O:14])=[N:4][CH:5]=[CH:6][CH:7]=1.[Br:15]N1C(=O)CCC1=O.O, predict the reaction product. The product is: [Br:15][C:11]1[CH:10]=[C:9]([CH:13]=[O:14])[N:8]([C:3]2[C:2]([Cl:1])=[CH:7][CH:6]=[CH:5][N:4]=2)[CH:12]=1.